Dataset: Full USPTO retrosynthesis dataset with 1.9M reactions from patents (1976-2016). Task: Predict the reactants needed to synthesize the given product. (1) Given the product [Br:1][C:2]1[CH:14]=[CH:13][C:12]2[C:11]3[C:6](=[CH:7][CH:8]=[CH:9][CH:10]=3)[N:5]([C:16]3[CH:21]=[CH:20][CH:19]=[CH:18][N:17]=3)[C:4]=2[CH:3]=1, predict the reactants needed to synthesize it. The reactants are: [Br:1][C:2]1[CH:14]=[CH:13][C:12]2[C:11]3[C:6](=[CH:7][CH:8]=[CH:9][CH:10]=3)[NH:5][C:4]=2[CH:3]=1.I[C:16]1[CH:21]=[CH:20][CH:19]=[CH:18][N:17]=1.P([O-])([O-])([O-])=O.[K+].[K+].[K+].C1C(N)CCC(N)C1. (2) Given the product [CH3:39][C:40]1[N:41]=[CH:42][C:43]([C:46]([NH:48][C@@H:49]([CH2:53][CH2:54][CH2:55][CH2:56][CH2:57][CH:58]=[CH2:59])[C:50]([N:24]2[CH2:25][C@H:21]([O:20][C:11]3[C:10]([C:2]4[S:1][C:5]5[CH:6]=[CH:7][CH:8]=[CH:9][C:4]=5[N:3]=4)=[N:19][C:18]4[C:13](=[CH:14][CH:15]=[CH:16][CH:17]=4)[N:12]=3)[CH2:22][C@H:23]2[C:26]([NH:28][C@:29]2([C:34]([O:36][CH2:37][CH3:38])=[O:35])[CH2:31][C@H:30]2[CH:32]=[CH2:33])=[O:27])=[O:51])=[O:47])=[CH:44][N:45]=1, predict the reactants needed to synthesize it. The reactants are: [S:1]1[C:5]2[CH:6]=[CH:7][CH:8]=[CH:9][C:4]=2[N:3]=[C:2]1[C:10]1[C:11]([O:20][C@H:21]2[CH2:25][NH:24][C@H:23]([C:26]([NH:28][C@:29]3([C:34]([O:36][CH2:37][CH3:38])=[O:35])[CH2:31][C@H:30]3[CH:32]=[CH2:33])=[O:27])[CH2:22]2)=[N:12][C:13]2[C:18]([N:19]=1)=[CH:17][CH:16]=[CH:15][CH:14]=2.[CH3:39][C:40]1[N:45]=[CH:44][C:43]([C:46]([NH:48][C@@H:49]([CH2:53][CH2:54][CH2:55][CH2:56][CH2:57][CH:58]=[CH2:59])[C:50](O)=[O:51])=[O:47])=[CH:42][N:41]=1.ON1C(=O)C2C(C3CC2C=C3)C1=O.Cl.CN(C)CCCN=C=NCC.CN(C)CCN. (3) Given the product [CH3:3][NH:5][C:6]1[CH:15]=[CH:14][C:13]2[C:8](=[CH:9][CH:10]=[CH:11][CH:12]=2)[C:7]=1[C:16]1[C:25]2[C:20](=[CH:21][CH:22]=[CH:23][CH:24]=2)[CH:19]=[CH:18][C:17]=1[P:26]([C:34]1[CH:39]=[CH:38][CH:37]=[CH:36][CH:35]=1)[C:28]1[CH:29]=[CH:30][CH:31]=[CH:32][CH:33]=1, predict the reactants needed to synthesize it. The reactants are: CO[C:3]([NH:5][C:6]1[CH:15]=[CH:14][C:13]2[C:8](=[CH:9][CH:10]=[CH:11][CH:12]=2)[C:7]=1[C:16]1[C:25]2[C:20](=[CH:21][CH:22]=[CH:23][CH:24]=2)[CH:19]=[CH:18][C:17]=1[P:26]([C:34]1[CH:39]=[CH:38][CH:37]=[CH:36][CH:35]=1)([C:28]1[CH:33]=[CH:32][CH:31]=[CH:30][CH:29]=1)=O)=O. (4) Given the product [Cl:1][C:2]1[CH:3]=[CH:4][C:5]([CH2:8][O:9][C:10]2[CH:15]=[CH:14][N:13]([C:16]3[CH:17]=[N:18][C:19]([NH:22][CH:23]([C:38](=[O:40])[CH3:39])[CH2:24][N:25]4[CH2:26][CH2:27][CH2:28][CH2:29]4)=[CH:20][CH:21]=3)[C:12](=[O:30])[CH:11]=2)=[N:6][CH:7]=1, predict the reactants needed to synthesize it. The reactants are: [Cl:1][C:2]1[CH:3]=[CH:4][C:5]([CH2:8][O:9][C:10]2[CH:15]=[CH:14][N:13]([C:16]3[CH:17]=[N:18][C:19]([NH:22][CH2:23][CH2:24][N:25]4[CH2:29][CH2:28][CH2:27][CH2:26]4)=[CH:20][CH:21]=3)[C:12](=[O:30])[CH:11]=2)=[N:6][CH:7]=1.CCN(CC)CC.[C:38](Cl)(=[O:40])[CH3:39]. (5) Given the product [ClH:33].[NH:8]1[CH2:12][CH2:11][CH2:10][C@@H:9]1[CH2:13][O:14][C:15]1[CH:20]=[CH:19][C:18]([O:21][C:22]2[CH:27]=[CH:26][C:25]([C:28]3[S:29][CH:30]=[CH:31][N:32]=3)=[CH:24][CH:23]=2)=[CH:17][CH:16]=1, predict the reactants needed to synthesize it. The reactants are: C(OC([N:8]1[CH2:12][CH2:11][CH2:10][C@@H:9]1[CH2:13][O:14][C:15]1[CH:20]=[CH:19][C:18]([O:21][C:22]2[CH:27]=[CH:26][C:25]([C:28]3[S:29][CH:30]=[CH:31][N:32]=3)=[CH:24][CH:23]=2)=[CH:17][CH:16]=1)=O)(C)(C)C.[ClH:33]. (6) The reactants are: Cl[C:2]1[N:7]=[CH:6][C:5]([CH2:8][C:9]2[CH:10]=[C:11]3[C:16](=[C:17]4[CH:22]=[CH:21][CH:20]=[CH:19][C:18]=24)[N:15]=[CH:14][N:13]([C@@H:23]2[CH2:28][CH2:27][CH2:26][CH2:25][C@H:24]2[OH:29])[C:12]3=[O:30])=[CH:4][CH:3]=1.CN[C@@H]1CCCC[C@H]1NC.[CH3:41][OH:42]. Given the product [OH:29][C@@H:24]1[CH2:25][CH2:26][CH2:27][CH2:28][C@H:23]1[N:13]1[C:12](=[O:30])[C:11]2[C:16](=[C:17]3[CH:22]=[CH:21][CH:20]=[CH:19][C:18]3=[C:9]([CH2:8][C:5]3[CH:6]=[N:7][C:2]([O:42][CH3:41])=[CH:3][CH:4]=3)[CH:10]=2)[N:15]=[CH:14]1, predict the reactants needed to synthesize it.